From a dataset of Reaction yield outcomes from USPTO patents with 853,638 reactions. Predict the reaction yield, written as a fraction of the theoretical maximum amount of product (1.0 means a 100% yield; for example, 0.34 means a 34% yield). The reactants are [CH3:1][O:2][C:3]1[CH:4]=[C:5](Br)[CH:6]=[C:7]([O:10][CH3:11])[C:8]=1[Cl:9].[O:13]1[CH:17]=[CH:16][CH:15]=[C:14]1B(O)O.C([O-])([O-])=O.[Na+].[Na+]. The catalyst is C1C=CC([P]([Pd]([P](C2C=CC=CC=2)(C2C=CC=CC=2)C2C=CC=CC=2)([P](C2C=CC=CC=2)(C2C=CC=CC=2)C2C=CC=CC=2)[P](C2C=CC=CC=2)(C2C=CC=CC=2)C2C=CC=CC=2)(C2C=CC=CC=2)C2C=CC=CC=2)=CC=1.O1CCCC1. The product is [Cl:9][C:8]1[C:3]([O:2][CH3:1])=[CH:4][C:5]([C:14]2[O:13][CH:17]=[CH:16][CH:15]=2)=[CH:6][C:7]=1[O:10][CH3:11]. The yield is 0.670.